Dataset: Forward reaction prediction with 1.9M reactions from USPTO patents (1976-2016). Task: Predict the product of the given reaction. (1) Given the reactants [CH3:1][C:2]1[CH:8]=[C:7]([O:9][C:10]2[S:14][N:13]=[C:12]([C:15]3([CH3:18])[CH2:17][CH2:16]3)[N:11]=2)[C:6]([CH3:19])=[CH:5][C:3]=1[NH2:4].CO[CH:22](OC)[N:23]([CH2:25][CH3:26])[CH3:24], predict the reaction product. The product is: [CH3:1][C:2]1[CH:8]=[C:7]([O:9][C:10]2[S:14][N:13]=[C:12]([C:15]3([CH3:18])[CH2:16][CH2:17]3)[N:11]=2)[C:6]([CH3:19])=[CH:5][C:3]=1[N:4]=[CH:22][N:23]([CH2:25][CH3:26])[CH3:24]. (2) The product is: [ClH:31].[CH3:24][N:19]([CH:20]([CH3:23])[CH2:21][CH3:22])[C:17]1[CH:16]=[N:15][C:13]2[CH2:14][NH:8][CH2:9][CH2:10][O:11][C:12]=2[N:18]=1. Given the reactants C([N:8]1[CH2:14][C:13]2[N:15]=[CH:16][C:17]([N:19]([CH3:24])[CH:20]([CH3:23])[CH2:21][CH3:22])=[N:18][C:12]=2[O:11][CH2:10][CH2:9]1)C1C=CC=CC=1.C(OCC)(=O)C.[ClH:31], predict the reaction product. (3) Given the reactants [Cl:1][C:2]1[C:7]([C:8]2[C:9]([O:16]C)=[N:10][C:11]([O:14]C)=[N:12][CH:13]=2)=[CH:6][C:5]([F:18])=[CH:4][N:3]=1, predict the reaction product. The product is: [ClH:1].[Cl:1][C:2]1[C:7]([C:8]2[C:9](=[O:16])[NH:10][C:11](=[O:14])[NH:12][CH:13]=2)=[CH:6][C:5]([F:18])=[CH:4][N:3]=1. (4) Given the reactants Cl[C:2]1[CH:3]=[C:4]([CH:7]=[CH:8][C:9]=1[CH3:10])[C:5]#[N:6].[CH2:11]([O:13][C:14]1[CH:15]=[C:16](B(O)O)[CH:17]=[CH:18][CH:19]=1)[CH3:12].[F-].[K+], predict the reaction product. The product is: [CH2:11]([O:13][C:14]1[CH:19]=[C:18]([C:2]2[C:9]([CH3:10])=[CH:8][CH:7]=[C:4]([C:5]#[N:6])[CH:3]=2)[CH:17]=[CH:16][CH:15]=1)[CH3:12].